This data is from Full USPTO retrosynthesis dataset with 1.9M reactions from patents (1976-2016). The task is: Predict the reactants needed to synthesize the given product. (1) Given the product [Si:14]([O:21][C@H:22]1[CH2:27][CH2:26][C@H:25]([N:28]2[CH:32]=[C:31]([C:9]3[CH:8]=[N:7][C:6]([NH2:11])=[C:5]4[O:12][C:2]([Cl:1])=[C:3]([Cl:13])[C:4]=34)[CH:30]=[N:29]2)[CH2:24][CH2:23]1)([C:17]([CH3:20])([CH3:18])[CH3:19])([CH3:16])[CH3:15], predict the reactants needed to synthesize it. The reactants are: [Cl:1][C:2]1[O:12][C:5]2=[C:6]([NH2:11])[N:7]=[CH:8][C:9](I)=[C:4]2[C:3]=1[Cl:13].[Si:14]([O:21][C@H:22]1[CH2:27][CH2:26][C@H:25]([N:28]2[CH:32]=[C:31](B(O)O)[CH:30]=[N:29]2)[CH2:24][CH2:23]1)([C:17]([CH3:20])([CH3:19])[CH3:18])([CH3:16])[CH3:15].C(=O)([O-])[O-].[K+].[K+]. (2) Given the product [CH:1]1([N:4]2[CH:8]=[C:7]([C:9]3[C:18]([O:19][CH2:20][CH3:21])=[CH:17][C:12]([C:13]([OH:15])=[O:14])=[CH:11][C:10]=3[O:22][CH2:23][CH3:24])[CH:6]=[N:5]2)[CH2:2][CH2:3]1, predict the reactants needed to synthesize it. The reactants are: [CH:1]1([N:4]2[CH:8]=[C:7]([C:9]3[C:18]([O:19][CH2:20][CH3:21])=[CH:17][C:12]([C:13]([O:15]C)=[O:14])=[CH:11][C:10]=3[O:22][CH2:23][CH3:24])[CH:6]=[N:5]2)[CH2:3][CH2:2]1.[OH-].[Na+]. (3) Given the product [Br:11][C:5]1[CH:6]=[CH:7][C:2]([OH:1])=[C:3]([N+:8]([O-:10])=[O:9])[N:4]=1, predict the reactants needed to synthesize it. The reactants are: [OH:1][C:2]1[C:3]([N+:8]([O-:10])=[O:9])=[N:4][CH:5]=[CH:6][CH:7]=1.[Br:11]N1C(=O)CCC1=O. (4) Given the product [CH2:12]([N:19]1[CH2:20][CH2:21][N:22]([N:25]2[CH2:5][CH2:6][CH:2]([CH3:1])[C:3]2=[O:4])[CH2:23][CH2:24]1)[C:13]1[CH:14]=[CH:15][CH:16]=[CH:17][CH:18]=1, predict the reactants needed to synthesize it. The reactants are: [CH3:1][CH:2]1[CH2:6][CH2:5][O:4][C:3]1=O.S(Cl)(Cl)=O.[CH2:12]([N:19]1[CH2:24][CH2:23][N:22]([NH2:25])[CH2:21][CH2:20]1)[C:13]1[CH:18]=[CH:17][CH:16]=[CH:15][CH:14]=1.[H-].[Na+]. (5) Given the product [F:21][C:22]1[CH:27]=[C:26]([C:15]#[C:14][C:11]2[CH:12]=[CH:13][C:8]([N:4]3[CH2:3][C:2]([CH3:20])([CH3:1])[O:6][C:5]3=[O:7])=[N:9][CH:10]=2)[CH:25]=[N:24][CH:23]=1, predict the reactants needed to synthesize it. The reactants are: [CH3:1][C:2]1([CH3:20])[O:6][C:5](=[O:7])[N:4]([C:8]2[CH:13]=[CH:12][C:11]([C:14]#[C:15][Si](C)(C)C)=[CH:10][N:9]=2)[CH2:3]1.[F:21][C:22]1[CH:23]=[N:24][CH:25]=[C:26](I)[CH:27]=1.CCN(CC)CC.C1(P(C2C=CC=CC=2)C2C=CC=CC=2)C=CC=CC=1.CCCC[N+](CCCC)(CCCC)CCCC.[F-].C([O-])(O)=O.[Na+].